This data is from Reaction yield outcomes from USPTO patents with 853,638 reactions. The task is: Predict the reaction yield, written as a fraction of the theoretical maximum amount of product (1.0 means a 100% yield; for example, 0.34 means a 34% yield). (1) The reactants are [Cl:1][C:2]1[CH:3]=[C:4]([OH:11])[CH:5]=[C:6]([N+:8]([O-:10])=[O:9])[CH:7]=1.Br[C:13]1[S:17][C:16]([CH:18]=[O:19])=[CH:15][CH:14]=1.C([O-])([O-])=O.[K+].[K+]. The catalyst is CS(C)=O. The product is [Cl:1][C:2]1[CH:3]=[C:4]([CH:5]=[C:6]([N+:8]([O-:10])=[O:9])[CH:7]=1)[O:11][C:13]1[S:17][C:16]([CH:18]=[O:19])=[CH:15][CH:14]=1. The yield is 0.400. (2) The reactants are [NH2:1][C:2]1[CH:7]=[C:6]([Cl:8])[N:5]=[C:4]([Cl:9])[N:3]=1.[CH:10]([NH:13][C:14](=[O:32])[CH2:15][O:16][C:17]1[CH:22]=[CH:21][CH:20]=[C:19](B2OC(C)(C)C(C)(C)O2)[CH:18]=1)([CH3:12])[CH3:11].[F-].[Cs+]. The catalyst is O1CCOCC1.O.C1C=CC([P]([Pd]([P](C2C=CC=CC=2)(C2C=CC=CC=2)C2C=CC=CC=2)([P](C2C=CC=CC=2)(C2C=CC=CC=2)C2C=CC=CC=2)[P](C2C=CC=CC=2)(C2C=CC=CC=2)C2C=CC=CC=2)(C2C=CC=CC=2)C2C=CC=CC=2)=CC=1. The product is [NH2:1][C:2]1[CH:7]=[C:6]([Cl:8])[N:5]=[C:4]([C:19]2[CH:18]=[C:17]([CH:22]=[CH:21][CH:20]=2)[O:16][CH2:15][C:14]([NH:13][CH:10]([CH3:11])[CH3:12])=[O:32])[N:3]=1.[NH2:1][C:2]1[N:3]=[C:4]([Cl:9])[N:5]=[C:6]([C:19]2[CH:18]=[C:17]([CH:22]=[CH:21][CH:20]=2)[O:16][CH2:15][C:14]([NH:13][CH:10]([CH3:11])[CH3:12])=[O:32])[CH:7]=1. The yield is 0.330. (3) The reactants are Br[C:2]1[CH:3]=[N:4][C:5]([CH3:8])=[N:6][CH:7]=1.[C:9]([O:13][C:14]([NH:16][C:17]1[S:18][C@H:19]([C:35]2[C:36]([CH3:41])=[N:37][O:38][C:39]=2[CH3:40])[CH2:20][C@:21]([C:24]2[C:25]([F:34])=[CH:26][C:27]([F:33])=[C:28](B(O)O)[CH:29]=2)([CH3:23])[N:22]=1)=[O:15])([CH3:12])([CH3:11])[CH3:10].C(=O)([O-])[O-].[Cs+].[Cs+]. The catalyst is COCCOC.CCO.O.Cl[Pd]Cl. The product is [F:34][C:25]1[CH:26]=[C:27]([F:33])[C:28]([C:2]2[CH:3]=[N:4][C:5]([CH3:8])=[N:6][CH:7]=2)=[CH:29][C:24]=1[C@:21]1([CH3:23])[CH2:20][C@@H:19]([C:35]2[C:36]([CH3:41])=[N:37][O:38][C:39]=2[CH3:40])[S:18][C:17]([NH:16][C:14](=[O:15])[O:13][C:9]([CH3:11])([CH3:10])[CH3:12])=[N:22]1. The yield is 0.333. (4) The reactants are [F:1][C:2]([F:44])([F:43])[C:3]1[CH:4]=[C:5]([C:13]([CH3:42])([CH3:41])[C:14]([N:16]([CH3:40])[C:17]2[C:18]([C:32]3[CH:37]=[CH:36][C:35]([F:38])=[CH:34][C:33]=3[CH3:39])=[CH:19][C:20]([C@@H:23]3[NH:27][C@:26]([CH3:31])([C:28]([NH2:30])=[O:29])[CH2:25][CH2:24]3)=[N:21][CH:22]=2)=[O:15])[CH:6]=[C:7]([C:9]([F:12])([F:11])[F:10])[CH:8]=1.[ClH:45]. The catalyst is C(OCC)C. The product is [ClH:45].[F:44][C:2]([F:1])([F:43])[C:3]1[CH:4]=[C:5]([C:13]([CH3:41])([CH3:42])[C:14]([N:16]([CH3:40])[C:17]2[C:18]([C:32]3[CH:37]=[CH:36][C:35]([F:38])=[CH:34][C:33]=3[CH3:39])=[CH:19][C:20]([C@@H:23]3[NH:27][C@:26]([CH3:31])([C:28]([NH2:30])=[O:29])[CH2:25][CH2:24]3)=[N:21][CH:22]=2)=[O:15])[CH:6]=[C:7]([C:9]([F:10])([F:11])[F:12])[CH:8]=1. The yield is 0.930.